Dataset: NCI-60 drug combinations with 297,098 pairs across 59 cell lines. Task: Regression. Given two drug SMILES strings and cell line genomic features, predict the synergy score measuring deviation from expected non-interaction effect. (1) Drug 1: C1=C(C(=O)NC(=O)N1)F. Drug 2: CC=C1C(=O)NC(C(=O)OC2CC(=O)NC(C(=O)NC(CSSCCC=C2)C(=O)N1)C(C)C)C(C)C. Cell line: HCC-2998. Synergy scores: CSS=69.2, Synergy_ZIP=-4.87, Synergy_Bliss=-7.65, Synergy_Loewe=-6.45, Synergy_HSA=-4.52. (2) Drug 1: CS(=O)(=O)C1=CC(=C(C=C1)C(=O)NC2=CC(=C(C=C2)Cl)C3=CC=CC=N3)Cl. Drug 2: C1=CN(C(=O)N=C1N)C2C(C(C(O2)CO)O)O.Cl. Cell line: NCI-H522. Synergy scores: CSS=41.9, Synergy_ZIP=-1.98, Synergy_Bliss=3.71, Synergy_Loewe=-22.6, Synergy_HSA=5.21. (3) Drug 1: CC12CCC(CC1=CCC3C2CCC4(C3CC=C4C5=CN=CC=C5)C)O. Drug 2: CCCS(=O)(=O)NC1=C(C(=C(C=C1)F)C(=O)C2=CNC3=C2C=C(C=N3)C4=CC=C(C=C4)Cl)F. Cell line: MDA-MB-435. Synergy scores: CSS=33.3, Synergy_ZIP=0.0167, Synergy_Bliss=0.959, Synergy_Loewe=-11.5, Synergy_HSA=0.350. (4) Drug 2: C1=NC(=NC(=O)N1C2C(C(C(O2)CO)O)O)N. Synergy scores: CSS=5.31, Synergy_ZIP=-0.266, Synergy_Bliss=3.80, Synergy_Loewe=-0.389, Synergy_HSA=1.84. Cell line: SNB-19. Drug 1: CN(C)C1=NC(=NC(=N1)N(C)C)N(C)C. (5) Cell line: MALME-3M. Drug 1: C1CN1C2=NC(=NC(=N2)N3CC3)N4CC4. Drug 2: CN(C)N=NC1=C(NC=N1)C(=O)N. Synergy scores: CSS=11.1, Synergy_ZIP=-2.95, Synergy_Bliss=1.41, Synergy_Loewe=-9.42, Synergy_HSA=-0.244. (6) Drug 1: C1=NC2=C(N=C(N=C2N1C3C(C(C(O3)CO)O)O)F)N. Drug 2: C1=CC=C(C=C1)NC(=O)CCCCCCC(=O)NO. Cell line: 786-0. Synergy scores: CSS=0.347, Synergy_ZIP=-0.844, Synergy_Bliss=-1.59, Synergy_Loewe=-6.47, Synergy_HSA=-3.46.